Task: Predict the reactants needed to synthesize the given product.. Dataset: Full USPTO retrosynthesis dataset with 1.9M reactions from patents (1976-2016) (1) Given the product [CH3:1][S:2][C:3]1[N:8]=[C:7]([N:9]2[C:18]3[N:17]=[C:16]([C:19]4[CH:20]=[CH:21][CH:22]=[CH:23][CH:24]=4)[C:15]([C:37]([OH:36])([CH3:33])[CH3:30])=[CH:14][C:13]=3[CH2:12][CH2:11][CH2:10]2)[CH:6]=[CH:5][N:4]=1, predict the reactants needed to synthesize it. The reactants are: [CH3:1][S:2][C:3]1[N:8]=[C:7]([N:9]2[C:18]3[N:17]=[C:16]([C:19]4[CH:24]=[CH:23][CH:22]=[CH:21][CH:20]=4)[C:15](C(OCC)=O)=[CH:14][C:13]=3[CH2:12][CH2:11][CH2:10]2)[CH:6]=[CH:5][N:4]=1.[CH3:30][Mg]Br.[CH2:33]1[CH2:37][O:36]CC1. (2) Given the product [O:6]([C:13]1[CH:14]=[C:15]([N:19]([CH2:27][C:28]2[CH:33]=[CH:32][CH:31]=[C:30]([CH2:35][C:36]3[CH:41]=[CH:40][CH:39]=[CH:38][CH:37]=3)[CH:29]=2)[CH2:20][CH:21]([OH:26])[C:22]([F:25])([F:24])[F:23])[CH:16]=[CH:17][CH:18]=1)[C:7]1[CH:12]=[CH:11][CH:10]=[CH:9][CH:8]=1, predict the reactants needed to synthesize it. The reactants are: C1COCC1.[O:6]([C:13]1[CH:14]=[C:15]([N:19]([CH2:27][C:28]2[CH:33]=[CH:32][CH:31]=[C:30](Br)[CH:29]=2)[CH2:20][CH:21]([OH:26])[C:22]([F:25])([F:24])[F:23])[CH:16]=[CH:17][CH:18]=1)[C:7]1[CH:12]=[CH:11][CH:10]=[CH:9][CH:8]=1.[CH2:35]([Mg]Br)[C:36]1[CH:41]=[CH:40][CH:39]=[CH:38][CH:37]=1.[NH4+].[Cl-]. (3) Given the product [Cl:34][C:19]1[CH:18]=[C:17]([CH2:24][OH:25])[CH:16]=[N:15][C:14]=1[N:11]1[CH2:12][CH2:13][NH:8][C@H:9]([CH3:26])[CH2:10]1, predict the reactants needed to synthesize it. The reactants are: C(OC([N:8]1[CH2:13][CH2:12][N:11]([C:14]2[C:19](C(F)(F)F)=[CH:18][C:17]([CH2:24][OH:25])=[CH:16][N:15]=2)[CH2:10][C@H:9]1[CH3:26])=O)(C)(C)C.FC(F)(F)C(O)=O.[Cl:34]CCl. (4) Given the product [CH3:37][S:38]([O:1][C@@H:2]([CH3:29])[CH2:3][C:4]1[C:5]([C:13](=[N:24][NH:25][C:26](=[O:28])[CH3:27])[C:14]2[CH:19]=[CH:18][C:17]([N+:20]([O-:22])=[O:21])=[C:16]([CH3:23])[CH:15]=2)=[CH:6][C:7]2[O:11][CH2:10][O:9][C:8]=2[CH:12]=1)(=[O:40])=[O:39], predict the reactants needed to synthesize it. The reactants are: [OH:1][C@@H:2]([CH3:29])[CH2:3][C:4]1[C:5]([C:13](=[N:24][NH:25][C:26](=[O:28])[CH3:27])[C:14]2[CH:19]=[CH:18][C:17]([N+:20]([O-:22])=[O:21])=[C:16]([CH3:23])[CH:15]=2)=[CH:6][C:7]2[O:11][CH2:10][O:9][C:8]=2[CH:12]=1.C(N(CC)CC)C.[CH3:37][S:38](Cl)(=[O:40])=[O:39].